This data is from Forward reaction prediction with 1.9M reactions from USPTO patents (1976-2016). The task is: Predict the product of the given reaction. (1) Given the reactants Br[C:2]1[CH:3]=[CH:4][C:5]2[O:11][CH2:10][CH:9]3[CH2:12][N:13]([C:16]([O:18][C:19]([CH3:22])([CH3:21])[CH3:20])=[O:17])[CH2:14][CH2:15][N:8]3[C:7](=[O:23])[C:6]=2[CH:24]=1.[NH:25]1[CH2:30][CH2:29][O:28][CH2:27][CH2:26]1.CC(C)([O-])C.[Na+].C1(C)C=CC=CC=1, predict the reaction product. The product is: [O:28]1[CH2:29][CH2:30][N:25]([C:2]2[CH:3]=[CH:4][C:5]3[O:11][CH2:10][CH:9]4[CH2:12][N:13]([C:16]([O:18][C:19]([CH3:22])([CH3:21])[CH3:20])=[O:17])[CH2:14][CH2:15][N:8]4[C:7](=[O:23])[C:6]=3[CH:24]=2)[CH2:26][CH2:27]1. (2) The product is: [Br:1][C:2]1[CH:7]=[CH:6][C:5]([CH:8]([CH3:27])[C:9]([C:11]2[C:12]([F:23])=[CH:13][C:14]3[O:19][CH2:18][C:17](=[O:20])[N:16]([CH3:21])[C:15]=3[CH:22]=2)=[O:10])=[C:4]([Cl:24])[CH:3]=1. Given the reactants [Br:1][C:2]1[CH:7]=[CH:6][C:5]([CH2:8][C:9]([C:11]2[C:12]([F:23])=[CH:13][C:14]3[O:19][CH2:18][C:17](=[O:20])[N:16]([CH3:21])[C:15]=3[CH:22]=2)=[O:10])=[C:4]([Cl:24])[CH:3]=1.[H-].[Na+].[CH3:27]I, predict the reaction product. (3) Given the reactants Cl[C:2]1[N:7]=[C:6]([NH:8][C:9]2[CH:14]=[CH:13][C:12]3[O:15][CH2:16][CH2:17][O:18][C:11]=3[CH:10]=2)[C:5]([F:19])=[CH:4][N:3]=1.[NH2:20][C:21]1[CH:22]=[C:23]([C:28]([F:31])([F:30])[F:29])[CH:24]=[C:25]([CH3:27])[CH:26]=1, predict the reaction product. The product is: [CH2:17]1[CH2:16][O:15][C:12]2[CH:13]=[CH:14][C:9]([NH:8][C:6]3[C:5]([F:19])=[CH:4][N:3]=[C:2]([NH:20][C:21]4[CH:22]=[C:23]([C:28]([F:29])([F:30])[F:31])[CH:24]=[C:25]([CH3:27])[CH:26]=4)[N:7]=3)=[CH:10][C:11]=2[O:18]1. (4) The product is: [C:1]([N:5]([CH2:6][C:7]([OH:9])=[O:8])[NH:12][C:13]1[C:18]([F:19])=[CH:17][N:16]=[C:15]([C:20]2[C:28]3[C:23](=[N:24][CH:25]=[C:26]([C:29]([F:32])([F:30])[F:31])[CH:27]=3)[NH:22][CH:21]=2)[N:14]=1)([CH3:4])([CH3:2])[CH3:3]. Given the reactants [C:1]([N:5]([NH:12][C:13]1[C:18]([F:19])=[CH:17][N:16]=[C:15]([C:20]2[C:28]3[C:23](=[N:24][CH:25]=[C:26]([C:29]([F:32])([F:31])[F:30])[CH:27]=3)[NH:22][CH:21]=2)[N:14]=1)[CH2:6][C:7]([O:9]CC)=[O:8])([CH3:4])([CH3:3])[CH3:2].O.[OH-].[Li+], predict the reaction product. (5) Given the reactants [C:1]([C:5]1[CH:6]=[C:7]([NH:11][C:12]([CH:14]2[CH2:23][CH2:22][C:21]3[C:16](=[CH:17][C:18]([O:24][C:25]4[CH:30]=[CH:29][N:28]=[C:27]([NH:31][C:32]([NH:34][CH2:35][CH2:36][CH2:37]Cl)=[O:33])[CH:26]=4)=[CH:19][CH:20]=3)[CH2:15]2)=[O:13])[CH:8]=[CH:9][CH:10]=1)([CH3:4])([CH3:3])[CH3:2].CC(C)([O-])C.[K+].Cl, predict the reaction product. The product is: [C:1]([C:5]1[CH:6]=[C:7]([NH:11][C:12]([CH:14]2[CH2:23][CH2:22][C:21]3[C:16](=[CH:17][C:18]([O:24][C:25]4[CH:30]=[CH:29][N:28]=[C:27]([N:31]5[CH2:37][CH2:36][CH2:35][NH:34][C:32]5=[O:33])[CH:26]=4)=[CH:19][CH:20]=3)[CH2:15]2)=[O:13])[CH:8]=[CH:9][CH:10]=1)([CH3:4])([CH3:3])[CH3:2].